From a dataset of Full USPTO retrosynthesis dataset with 1.9M reactions from patents (1976-2016). Predict the reactants needed to synthesize the given product. (1) Given the product [C:1]([O:5][C:6]([N:8]1[CH2:13][CH2:12][N:11]([C:14]2[CH:19]=[CH:18][C:17]([NH:20][CH3:24])=[CH:16][C:15]=2[F:23])[CH2:10][CH2:9]1)=[O:7])([CH3:4])([CH3:3])[CH3:2], predict the reactants needed to synthesize it. The reactants are: [C:1]([O:5][C:6]([N:8]1[CH2:13][CH2:12][N:11]([C:14]2[CH:19]=[CH:18][C:17]([N+:20]([O-])=O)=[CH:16][C:15]=2[F:23])[CH2:10][CH2:9]1)=[O:7])([CH3:4])([CH3:3])[CH3:2].[C:24]([O-])(O)=O.[Na+]. (2) Given the product [CH3:3][C:4]1[S:13][C:12]2[NH:11][C:10]3[CH:14]=[CH:15][CH:16]=[CH:17][C:9]=3[N:8]=[C:7]([N:18]3[CH2:23][CH2:22][N:21]([CH3:32])[C@@H:20]([CH2:24][CH2:25][C:26]4[CH:31]=[CH:30][CH:29]=[CH:28][CH:27]=4)[CH2:19]3)[C:6]=2[CH:5]=1, predict the reactants needed to synthesize it. The reactants are: C=O.[CH3:3][C:4]1[S:13][C:12]2[NH:11][C:10]3[CH:14]=[CH:15][CH:16]=[CH:17][C:9]=3[N:8]=[C:7]([N:18]3[CH2:23][CH2:22][NH:21][C@@H:20]([CH2:24][CH2:25][C:26]4[CH:31]=[CH:30][CH:29]=[CH:28][CH:27]=4)[CH2:19]3)[C:6]=2[CH:5]=1.[C:32](O[BH-](OC(=O)C)OC(=O)C)(=O)C.[Na+]. (3) Given the product [Br:1][C:2]1[CH:3]=[C:4]([C:5]([C:18]2[CH:19]=[CH:20][C:15]([F:14])=[CH:16][CH:17]=2)=[O:6])[CH:8]=[C:9]([N+:11]([O-:13])=[O:12])[CH:10]=1, predict the reactants needed to synthesize it. The reactants are: [Br:1][C:2]1[CH:3]=[C:4]([CH:8]=[C:9]([N+:11]([O-:13])=[O:12])[CH:10]=1)[C:5](Cl)=[O:6].[F:14][C:15]1[CH:20]=[CH:19][CH:18]=[CH:17][CH:16]=1.[Al+3].[Cl-].[Cl-].[Cl-]. (4) Given the product [CH3:18][N:19]([CH3:20])[C:2](=[O:1])[CH2:3][C@@H:4]([NH:7][C:8](=[O:17])[O:9][CH2:10][C:11]1[CH:16]=[CH:15][CH:14]=[CH:13][CH:12]=1)[CH2:5][OH:6], predict the reactants needed to synthesize it. The reactants are: [O:1]=[C:2]1[O:6][CH2:5][C@H:4]([NH:7][C:8](=[O:17])[O:9][CH2:10][C:11]2[CH:16]=[CH:15][CH:14]=[CH:13][CH:12]=2)[CH2:3]1.[CH3:18][NH:19][CH3:20]. (5) Given the product [Cl:16][C:17]1[CH:22]=[CH:21][CH:20]=[CH:19][C:18]=1[C:2]1[C:3]([C:4]([O:6][CH3:7])=[O:5])=[CH:8][CH:9]=[C:10]([C:12]([OH:14])=[O:13])[CH:11]=1.[CH3:4][C:3]1[CH:8]=[CH:9][CH:10]=[CH:11][C:2]=1[B:23]([OH:25])[OH:24], predict the reactants needed to synthesize it. The reactants are: I[C:2]1[CH:11]=[C:10]([C:12]([O:14]C)=[O:13])[CH:9]=[CH:8][C:3]=1[C:4]([O:6][CH3:7])=[O:5].[Cl:16][C:17]1[CH:22]=[CH:21][CH:20]=[CH:19][C:18]=1[B:23]([OH:25])[OH:24]. (6) Given the product [CH2:21]([NH:28][C:18]([CH:16]1[CH2:15][C:14](=[O:13])[CH2:17]1)=[O:20])[C:22]1[CH:27]=[CH:26][CH:25]=[CH:24][CH:23]=1, predict the reactants needed to synthesize it. The reactants are: C1N=CN(C(N2C=NC=C2)=O)C=1.[O:13]=[C:14]1[CH2:17][CH:16]([C:18]([OH:20])=O)[CH2:15]1.[CH2:21]([NH2:28])[C:22]1[CH:27]=[CH:26][CH:25]=[CH:24][CH:23]=1. (7) Given the product [NH2:7][C:8]1[C:19]([O:20][C:21]2[CH:26]=[CH:25][CH:24]=[C:23]([O:27][CH2:35][C:32]3[CH:31]=[N:30][C:29]([Cl:28])=[CH:34][CH:33]=3)[CH:22]=2)=[CH:18][C:11]2[N:12]([CH3:17])[C:13](=[O:16])[N:14]([CH3:15])[C:10]=2[CH:9]=1, predict the reactants needed to synthesize it. The reactants are: C(=O)([O-])[O-].[K+].[K+].[NH2:7][C:8]1[C:19]([O:20][C:21]2[CH:26]=[CH:25][CH:24]=[C:23]([OH:27])[CH:22]=2)=[CH:18][C:11]2[N:12]([CH3:17])[C:13](=[O:16])[N:14]([CH3:15])[C:10]=2[CH:9]=1.[Cl:28][C:29]1[CH:34]=[CH:33][C:32]([CH2:35]Cl)=[CH:31][N:30]=1. (8) Given the product [CH3:36][O:37][C:38]1[CH:43]=[CH:42][CH:41]=[CH:40][C:39]=1[C:44]1([C:47]2[NH:10][C:9]3=[N:8][C:7]([N:11]4[CH2:16][CH2:15][CH2:14][C@@H:13]([C:17]([N:19]5[CH2:23][CH2:22][CH2:21][CH2:20]5)=[O:18])[CH2:12]4)=[CH:6][CH:5]=[C:4]3[N:3]=2)[CH2:45][CH2:46]1, predict the reactants needed to synthesize it. The reactants are: Cl.Cl.[NH2:3][C:4]1[CH:5]=[CH:6][C:7]([N:11]2[CH2:16][CH2:15][CH2:14][C@@H:13]([C:17]([N:19]3[CH2:23][CH2:22][CH2:21][CH2:20]3)=[O:18])[CH2:12]2)=[N:8][C:9]=1[NH2:10].C(N(CC)CC)C.C(O)(=O)C.Cl.[CH3:36][O:37][C:38]1[CH:43]=[CH:42][CH:41]=[CH:40][C:39]=1[C:44]1([C:47](=N)OCC)[CH2:46][CH2:45]1. (9) Given the product [CH3:1][NH:2][C:3](=[O:31])[NH:4][C:5]1[CH:6]=[C:7]([S:11][C:12]2[CH:17]=[CH:16][C:15]([CH:18]=[CH:19][C:20]([NH:52][C:49]3[CH:48]=[CH:47][C:46]([CH2:45][C:44]([OH:43])=[O:53])=[CH:51][CH:50]=3)=[O:21])=[C:14]([C:23]([F:24])([F:25])[F:26])[C:13]=2[C:27]([F:29])([F:30])[F:28])[CH:8]=[CH:9][CH:10]=1, predict the reactants needed to synthesize it. The reactants are: [CH3:1][NH:2][C:3](=[O:31])[NH:4][C:5]1[CH:6]=[C:7]([S:11][C:12]2[CH:17]=[CH:16][C:15]([CH:18]=[CH:19][C:20](O)=[O:21])=[C:14]([C:23]([F:26])([F:25])[F:24])[C:13]=2[C:27]([F:30])([F:29])[F:28])[CH:8]=[CH:9][CH:10]=1.C(N(C(C)C)CC)(C)C.C([O:43][C:44](=[O:53])[CH2:45][C:46]1[CH:51]=[CH:50][C:49]([NH2:52])=[CH:48][CH:47]=1)C.[Li+].[OH-].